Task: Predict the reactants needed to synthesize the given product.. Dataset: Full USPTO retrosynthesis dataset with 1.9M reactions from patents (1976-2016) (1) Given the product [Cl:14][C:13]1[C:8]2[CH2:7][CH2:6][C:5]3[CH:15]=[CH:16][CH:17]=[CH:18][C:4]=3[C:3](=[CH:2][C:26]3[CH:25]=[C:24]([NH:23][S:20]([CH3:19])(=[O:22])=[O:21])[CH:29]=[CH:28][CH:27]=3)[C:9]=2[CH:10]=[CH:11][CH:12]=1, predict the reactants needed to synthesize it. The reactants are: Br[CH:2]=[C:3]1[C:9]2[CH:10]=[CH:11][CH:12]=[C:13]([Cl:14])[C:8]=2[CH2:7][CH2:6][C:5]2[CH:15]=[CH:16][CH:17]=[CH:18][C:4]1=2.[CH3:19][S:20]([NH:23][C:24]1[CH:25]=[C:26](B(O)O)[CH:27]=[CH:28][CH:29]=1)(=[O:22])=[O:21]. (2) The reactants are: C([O:3][C:4](=O)[CH2:5][O:6][C:7]1[C:8]([Cl:20])=[N:9][C:10]([Cl:19])=[N:11][C:12]=1[N:13]1[CH2:18][CH2:17][O:16][CH2:15][CH2:14]1)C.CC(C[AlH]CC(C)C)C. Given the product [Cl:19][C:10]1[N:9]=[C:8]([Cl:20])[C:7]([O:6][CH2:5][CH2:4][OH:3])=[C:12]([N:13]2[CH2:14][CH2:15][O:16][CH2:17][CH2:18]2)[N:11]=1, predict the reactants needed to synthesize it. (3) Given the product [OH:25][CH2:26][C:27]1[NH:28][C:29](=[O:45])[N:30]([CH:32]2[CH2:37][CH2:36][NH:35][CH2:34][CH2:33]2)[CH:31]=1, predict the reactants needed to synthesize it. The reactants are: FC(F)(F)C(O)=O.[Si]([O:25][CH2:26][C:27]1[NH:28][C:29](=[O:45])[N:30]([CH:32]2[CH2:37][CH2:36][N:35](C(OC(C)(C)C)=O)[CH2:34][CH2:33]2)[CH:31]=1)(C(C)(C)C)(C1C=CC=CC=1)C1C=CC=CC=1. (4) Given the product [CH2:1]([O:4][C:5]([O:7][CH2:8][C:9]1[CH:17]=[CH:16][C:15]([C:18]#[N:19])=[CH:14][C:10]=1[C:11]([Cl:28])=[O:12])=[O:6])[CH:2]=[CH2:3], predict the reactants needed to synthesize it. The reactants are: [CH2:1]([O:4][C:5]([O:7][CH2:8][C:9]1[CH:17]=[CH:16][C:15]([C:18]#[N:19])=[CH:14][C:10]=1[C:11](O)=[O:12])=[O:6])[CH:2]=[CH2:3].CN(C)C=O.C(Cl)(=O)C([Cl:28])=O. (5) Given the product [Br:1][C:2]1[N:7]=[C:6](/[C:8](=[N:31]\[S@@:29]([C:26]([CH3:28])([CH3:27])[CH3:25])=[O:30])/[CH2:9][F:10])[C:5]([F:12])=[C:4]([Si:13]([CH2:18][CH3:19])([CH2:16][CH3:17])[CH2:14][CH3:15])[CH:3]=1, predict the reactants needed to synthesize it. The reactants are: [Br:1][C:2]1[N:7]=[C:6]([C:8](=O)[CH2:9][F:10])[C:5]([F:12])=[C:4]([Si:13]([CH2:18][CH3:19])([CH2:16][CH3:17])[CH2:14][CH3:15])[CH:3]=1.C1COCC1.[CH3:25][C:26]([S@:29]([NH2:31])=[O:30])([CH3:28])[CH3:27].CCOC(C)=O. (6) Given the product [C:1]1([C:7]2[CH:8]=[N:9][C:10]3[C:15]([C:16]=2[C:17]2[CH:18]=[C:19]([CH:20]=[CH:21][CH:22]=2)[O:23][C:35]2[CH:34]=[CH:33][C:32]([C:30]([O:29][CH3:28])=[O:31])=[CH:37][CH:36]=2)=[CH:14][CH:13]=[CH:12][C:11]=3[C:24]([F:27])([F:25])[F:26])[CH:2]=[CH:3][CH:4]=[CH:5][CH:6]=1, predict the reactants needed to synthesize it. The reactants are: [C:1]1([C:7]2[CH:8]=[N:9][C:10]3[C:15]([C:16]=2[C:17]2[CH:18]=[C:19]([OH:23])[CH:20]=[CH:21][CH:22]=2)=[CH:14][CH:13]=[CH:12][C:11]=3[C:24]([F:27])([F:26])[F:25])[CH:6]=[CH:5][CH:4]=[CH:3][CH:2]=1.[CH3:28][O:29][C:30]([C:32]1[CH:33]=[C:34](B(O)O)[CH:35]=[CH:36][CH:37]=1)=[O:31].C(N(CC)CC)C. (7) Given the product [Br:11][C:12]1[CH:13]=[C:14]([C:22]([C:24]2[CH:29]=[CH:28][C:27]([OH:30])=[CH:26][CH:25]=2)=[C:1]([C:5]2[CH:10]=[CH:9][CH:8]=[CH:7][CH:6]=2)[CH2:2][CH3:3])[CH:15]=[CH:16][C:17]=1[O:18][CH2:19][CH2:20][Br:21], predict the reactants needed to synthesize it. The reactants are: [C:1]([C:5]1[CH:10]=[CH:9][CH:8]=[CH:7][CH:6]=1)(=O)[CH2:2][CH3:3].[Br:11][C:12]1[CH:13]=[C:14]([C:22]([C:24]2[CH:29]=[CH:28][C:27]([OH:30])=[CH:26][CH:25]=2)=O)[CH:15]=[CH:16][C:17]=1[O:18][CH2:19][CH2:20][Br:21]. (8) Given the product [CH:1]12[CH2:7][CH:4]([CH2:5][CH2:6]1)[CH2:3][CH:2]2[NH:8][C:9]1[S:10][C:13]2([CH2:18][CH2:17][CH2:16][CH2:15][CH2:14]2)[C:19](=[O:20])[N:11]=1, predict the reactants needed to synthesize it. The reactants are: [CH:1]12[CH2:7][CH:4]([CH2:5][CH2:6]1)[CH2:3][CH:2]2[NH:8][C:9]([NH2:11])=[S:10].Br[C:13]1([C:19](OC)=[O:20])[CH2:18][CH2:17][CH2:16][CH2:15][CH2:14]1.